Dataset: Peptide-MHC class II binding affinity with 134,281 pairs from IEDB. Task: Regression. Given a peptide amino acid sequence and an MHC pseudo amino acid sequence, predict their binding affinity value. This is MHC class II binding data. (1) The peptide sequence is TDAATLAQEAGNFER. The MHC is DRB1_0405 with pseudo-sequence DRB1_0405. The binding affinity (normalized) is 0.151. (2) The peptide sequence is LTSYLGLTQPFLGLC. The MHC is DRB1_1301 with pseudo-sequence DRB1_1301. The binding affinity (normalized) is 0.646. (3) The peptide sequence is EICEVVLAKSPDTTC. The MHC is HLA-DQA10501-DQB10301 with pseudo-sequence HLA-DQA10501-DQB10301. The binding affinity (normalized) is 0.557. (4) The peptide sequence is RPGVSKKFLSLLTSS. The MHC is DRB1_0101 with pseudo-sequence DRB1_0101. The binding affinity (normalized) is 0.710. (5) The peptide sequence is GELQIVDKIDAATKI. The MHC is DRB1_1101 with pseudo-sequence DRB1_1101. The binding affinity (normalized) is 0.569. (6) The peptide sequence is YFIMAYVNQAHHIQL. The MHC is DRB1_0401 with pseudo-sequence DRB1_0401. The binding affinity (normalized) is 0.281.